This data is from Full USPTO retrosynthesis dataset with 1.9M reactions from patents (1976-2016). The task is: Predict the reactants needed to synthesize the given product. (1) The reactants are: [F:1][C:2]1[CH:7]=[CH:6][C:5]([CH:8]([NH:21][C:22]([C:24]2[C:25]([OH:35])=[N:26][C:27]([N:30]3[CH:34]=[CH:33][CH:32]=[N:31]3)=[N:28][CH:29]=2)=[O:23])[C:9]2[CH:14]=[CH:13][C:12]([P:15]([CH3:20])(=[O:19])[O:16]CC)=[CH:11][CH:10]=2)=[CH:4][CH:3]=1.[OH-].[Na+]. Given the product [F:1][C:2]1[CH:3]=[CH:4][C:5]([CH:8]([NH:21][C:22]([C:24]2[C:25]([OH:35])=[N:26][C:27]([N:30]3[CH:34]=[CH:33][CH:32]=[N:31]3)=[N:28][CH:29]=2)=[O:23])[C:9]2[CH:10]=[CH:11][C:12]([P:15]([CH3:20])(=[O:16])[OH:19])=[CH:13][CH:14]=2)=[CH:6][CH:7]=1, predict the reactants needed to synthesize it. (2) Given the product [Br:1][C:2]1[N:16]=[C:5]2[C:6]([O:14][CH3:15])=[CH:7][C:8]([C:10]([OH:12])=[O:11])=[CH:9][N:4]2[N:3]=1, predict the reactants needed to synthesize it. The reactants are: [Br:1][C:2]1[N:16]=[C:5]2[C:6]([O:14][CH3:15])=[CH:7][C:8]([C:10]([O:12]C)=[O:11])=[CH:9][N:4]2[N:3]=1.[OH-].[Li+].Cl.[Cl-].[Na+]. (3) Given the product [F:8][C:9]1[CH:17]=[CH:16][C:12]([C:13]([NH:1][N:2]2[CH2:6][CH2:5][O:4][C:3]2=[O:7])=[O:14])=[CH:11][CH:10]=1, predict the reactants needed to synthesize it. The reactants are: [NH2:1][N:2]1[CH2:6][CH2:5][O:4][C:3]1=[O:7].[F:8][C:9]1[CH:17]=[CH:16][C:12]([C:13](Cl)=[O:14])=[CH:11][CH:10]=1. (4) The reactants are: [NH2:1][C:2]1[CH:3]=[N:4][C:5]([S:8]([CH3:11])(=[O:10])=[O:9])=[CH:6][CH:7]=1.[N:12]([O-])=O.[Na+].[OH-].[Na+].O1CCCC1. Given the product [NH:1]([C:2]1[CH:7]=[CH:6][C:5]([S:8]([CH3:11])(=[O:10])=[O:9])=[N:4][CH:3]=1)[NH2:12], predict the reactants needed to synthesize it.